From a dataset of Full USPTO retrosynthesis dataset with 1.9M reactions from patents (1976-2016). Predict the reactants needed to synthesize the given product. (1) Given the product [F:1][C:2]1[CH:3]=[C:4]([CH2:8][C:9]2[CH:14]=[CH:13][CH:12]=[CH:11][C:10]=2[C:15]2[CH:20]=[CH:19][C:18]([S:21]([CH3:24])(=[O:23])=[O:22])=[CH:17][CH:16]=2)[CH:5]=[CH:6][CH:7]=1, predict the reactants needed to synthesize it. The reactants are: [F:1][C:2]1[CH:3]=[C:4]([CH:8](O)[C:9]2[CH:14]=[CH:13][CH:12]=[CH:11][C:10]=2[C:15]2[CH:20]=[CH:19][C:18]([S:21]([CH3:24])(=[O:23])=[O:22])=[CH:17][CH:16]=2)[CH:5]=[CH:6][CH:7]=1.FC(F)(F)C(O)=O.[BH4-].[Na+]. (2) Given the product [F:1][C:2]1[CH:3]=[C:4]2[C:9](=[CH:10][CH:11]=1)[C@H:8]([CH:12]([CH3:13])[CH3:14])[C@@:7]([O:15][C:43](=[O:47])[CH:44]([CH3:46])[CH3:45])([CH2:16][CH2:17][N:18]([CH2:20][CH2:21][CH2:22][N:23]([CH2:33][CH2:34][F:35])[CH2:24][C:25]([CH2:26][O:27][CH3:28])([CH3:29])[CH2:30][O:31][CH3:32])[CH3:19])[CH2:6][CH2:5]2, predict the reactants needed to synthesize it. The reactants are: [F:1][C:2]1[CH:3]=[C:4]2[C:9](=[CH:10][CH:11]=1)[C@H:8]([CH:12]([CH3:14])[CH3:13])[C@:7]([CH2:16][CH2:17][N:18]([CH2:20][CH2:21][CH2:22][N:23]([CH2:33][CH2:34][F:35])[CH2:24][C:25]([CH2:30][O:31][CH3:32])([CH3:29])[CH2:26][O:27][CH3:28])[CH3:19])([OH:15])[CH2:6][CH2:5]2.CCN(CC)CC.[C:43](Cl)(=[O:47])[CH:44]([CH3:46])[CH3:45]. (3) Given the product [C:1]([C:5]1[N:10]=[C:9]([N:11]2[CH2:16][CH2:15][N:14]([CH2:17][CH2:18][CH2:19][CH2:20][NH:21][C:31]([N:38]3[C:47]4[C:42](=[CH:43][CH:44]=[CH:45][CH:46]=4)[CH2:41][CH2:40][CH2:39]3)=[O:32])[CH2:13][CH2:12]2)[CH:8]=[C:7]([C:22]([F:24])([F:25])[F:23])[N:6]=1)([CH3:4])([CH3:2])[CH3:3], predict the reactants needed to synthesize it. The reactants are: [C:1]([C:5]1[N:10]=[C:9]([N:11]2[CH2:16][CH2:15][N:14]([CH2:17][CH2:18][CH2:19][CH2:20][NH2:21])[CH2:13][CH2:12]2)[CH:8]=[C:7]([C:22]([F:25])([F:24])[F:23])[N:6]=1)([CH3:4])([CH3:3])[CH3:2].C1N=CN([C:31](N2C=NC=C2)=[O:32])C=1.[NH:38]1[C:47]2[C:42](=[CH:43][CH:44]=[CH:45][CH:46]=2)[CH2:41][CH2:40][CH2:39]1. (4) The reactants are: [CH3:1][O:2][C:3]1[CH:45]=[CH:44][C:6]([CH2:7][N:8]2[C:12]3=[N:13][CH:14]=[CH:15][C:16]([O:17][C:18]4[CH:23]=[CH:22][C:21]([O:24][C:25]5[CH:30]=[CH:29][CH:28]=[CH:27][CH:26]=5)=[CH:20][CH:19]=4)=[C:11]3[C:10]([NH:31][C@@H:32]3[CH2:36][CH2:35][N:34](C(OC(C)(C)C)=O)[CH2:33]3)=[N:9]2)=[CH:5][CH:4]=1.C(O)(C(F)(F)F)=O. Given the product [CH3:1][O:2][C:3]1[CH:4]=[CH:5][C:6]([CH2:7][N:8]2[C:12]3=[N:13][CH:14]=[CH:15][C:16]([O:17][C:18]4[CH:19]=[CH:20][C:21]([O:24][C:25]5[CH:30]=[CH:29][CH:28]=[CH:27][CH:26]=5)=[CH:22][CH:23]=4)=[C:11]3[C:10]([NH:31][C@@H:32]3[CH2:36][CH2:35][NH:34][CH2:33]3)=[N:9]2)=[CH:44][CH:45]=1, predict the reactants needed to synthesize it.